Dataset: Forward reaction prediction with 1.9M reactions from USPTO patents (1976-2016). Task: Predict the product of the given reaction. Given the reactants Cl[CH2:2][C:3]([O:5][C:6]([CH3:9])([CH3:8])[CH3:7])=[O:4].[C:10](=[NH:23])([C:17]1[CH:22]=[CH:21][CH:20]=[CH:19][CH:18]=1)[C:11]1[CH:16]=[CH:15][CH:14]=[CH:13][CH:12]=1.C(=O)([O-])[O-].[K+].[K+], predict the reaction product. The product is: [C:6]([O:5][C:3](=[O:4])[CH2:2][N:23]=[C:10]([C:11]1[CH:16]=[CH:15][CH:14]=[CH:13][CH:12]=1)[C:17]1[CH:22]=[CH:21][CH:20]=[CH:19][CH:18]=1)([CH3:9])([CH3:8])[CH3:7].